This data is from NCI-60 drug combinations with 297,098 pairs across 59 cell lines. The task is: Regression. Given two drug SMILES strings and cell line genomic features, predict the synergy score measuring deviation from expected non-interaction effect. (1) Cell line: A549. Synergy scores: CSS=3.02, Synergy_ZIP=7.79, Synergy_Bliss=0.977, Synergy_Loewe=-3.09, Synergy_HSA=-0.828. Drug 1: CCCS(=O)(=O)NC1=C(C(=C(C=C1)F)C(=O)C2=CNC3=C2C=C(C=N3)C4=CC=C(C=C4)Cl)F. Drug 2: C1CC(=O)NC(=O)C1N2C(=O)C3=CC=CC=C3C2=O. (2) Drug 2: N.N.Cl[Pt+2]Cl. Cell line: NCI-H522. Synergy scores: CSS=76.4, Synergy_ZIP=-0.733, Synergy_Bliss=-0.0145, Synergy_Loewe=3.63, Synergy_HSA=5.50. Drug 1: C1CC(C1)(C(=O)O)C(=O)O.[NH2-].[NH2-].[Pt+2]. (3) Drug 1: C1=CC(=C2C(=C1NCCNCCO)C(=O)C3=C(C=CC(=C3C2=O)O)O)NCCNCCO. Drug 2: C1=C(C(=O)NC(=O)N1)N(CCCl)CCCl. Synergy scores: CSS=25.2, Synergy_ZIP=-2.66, Synergy_Bliss=0.104, Synergy_Loewe=-37.5, Synergy_HSA=1.85. Cell line: OVCAR-4. (4) Drug 2: CC1C(C(CC(O1)OC2CC(CC3=C2C(=C4C(=C3O)C(=O)C5=C(C4=O)C(=CC=C5)OC)O)(C(=O)CO)O)N)O.Cl. Cell line: UO-31. Synergy scores: CSS=22.8, Synergy_ZIP=-1.23, Synergy_Bliss=0.977, Synergy_Loewe=-19.8, Synergy_HSA=-0.548. Drug 1: CCCCCOC(=O)NC1=NC(=O)N(C=C1F)C2C(C(C(O2)C)O)O. (5) Drug 1: CC1=C(C=C(C=C1)C(=O)NC2=CC(=CC(=C2)C(F)(F)F)N3C=C(N=C3)C)NC4=NC=CC(=N4)C5=CN=CC=C5. Drug 2: C1CCC(C(C1)N)N.C(=O)(C(=O)[O-])[O-].[Pt+4]. Cell line: T-47D. Synergy scores: CSS=11.5, Synergy_ZIP=-7.14, Synergy_Bliss=-0.852, Synergy_Loewe=-10.5, Synergy_HSA=-1.18. (6) Drug 1: C1=CC(=C2C(=C1NCCNCCO)C(=O)C3=C(C=CC(=C3C2=O)O)O)NCCNCCO. Drug 2: C1=CN(C=N1)CC(O)(P(=O)(O)O)P(=O)(O)O. Cell line: A498. Synergy scores: CSS=2.90, Synergy_ZIP=-15.5, Synergy_Bliss=-30.4, Synergy_Loewe=-53.8, Synergy_HSA=-30.4. (7) Drug 1: CS(=O)(=O)C1=CC(=C(C=C1)C(=O)NC2=CC(=C(C=C2)Cl)C3=CC=CC=N3)Cl. Drug 2: C1C(C(OC1N2C=C(C(=O)NC2=O)F)CO)O. Cell line: TK-10. Synergy scores: CSS=50.0, Synergy_ZIP=3.83, Synergy_Bliss=2.01, Synergy_Loewe=-31.5, Synergy_HSA=3.06. (8) Drug 1: CC1CCC2CC(C(=CC=CC=CC(CC(C(=O)C(C(C(=CC(C(=O)CC(OC(=O)C3CCCCN3C(=O)C(=O)C1(O2)O)C(C)CC4CCC(C(C4)OC)O)C)C)O)OC)C)C)C)OC. Drug 2: CN(CCCl)CCCl.Cl. Cell line: SR. Synergy scores: CSS=64.6, Synergy_ZIP=-0.467, Synergy_Bliss=-0.827, Synergy_Loewe=-1.75, Synergy_HSA=1.91. (9) Cell line: SK-MEL-2. Drug 2: C1=CN(C=N1)CC(O)(P(=O)(O)O)P(=O)(O)O. Synergy scores: CSS=-3.34, Synergy_ZIP=-1.21, Synergy_Bliss=-4.57, Synergy_Loewe=-4.50, Synergy_HSA=-4.70. Drug 1: C1CC(=O)NC(=O)C1N2CC3=C(C2=O)C=CC=C3N. (10) Drug 1: CS(=O)(=O)C1=CC(=C(C=C1)C(=O)NC2=CC(=C(C=C2)Cl)C3=CC=CC=N3)Cl. Drug 2: CNC(=O)C1=NC=CC(=C1)OC2=CC=C(C=C2)NC(=O)NC3=CC(=C(C=C3)Cl)C(F)(F)F. Cell line: SK-OV-3. Synergy scores: CSS=13.6, Synergy_ZIP=-5.73, Synergy_Bliss=-8.15, Synergy_Loewe=-18.3, Synergy_HSA=-8.59.